This data is from Forward reaction prediction with 1.9M reactions from USPTO patents (1976-2016). The task is: Predict the product of the given reaction. (1) The product is: [Cl:1][C:2]1[C:7]([C:8]2[CH:13]=[CH:12][CH:11]=[C:10]([CH2:14][CH3:15])[CH:9]=2)=[C:6]([C@H:16]([O:30][CH2:35][CH2:34][NH:33][C:36]([O:38][CH3:39])=[O:37])[C@@H:17]2[CH2:22][CH2:21][CH2:20][N:19]([C:23]([O:25][C:26]([CH3:29])([CH3:28])[CH3:27])=[O:24])[CH2:18]2)[CH:5]=[CH:4][CH:3]=1. Given the reactants [Cl:1][C:2]1[C:7]([C:8]2[CH:13]=[CH:12][CH:11]=[C:10]([CH2:14][CH3:15])[CH:9]=2)=[C:6]([C@H:16]([OH:30])[C@@H:17]2[CH2:22][CH2:21][CH2:20][N:19]([C:23]([O:25][C:26]([CH3:29])([CH3:28])[CH3:27])=[O:24])[CH2:18]2)[CH:5]=[CH:4][CH:3]=1.O1[CH2:35][CH2:34][N:33]([C:36]([O:38][CH3:39])=[O:37])S1(=O)=O, predict the reaction product. (2) Given the reactants [F:1][C:2]1[CH:22]=[CH:21][C:20]([C:23]([NH:25][C:26]2[CH:31]=[C:30]([CH3:32])[CH:29]=[CH:28][C:27]=2[F:33])=[O:24])=[CH:19][C:3]=1[O:4][C:5]1[CH:10]=[CH:9][N:8]=[C:7]([C:11]2[NH:15][CH:14]=[C:13]([C:16](O)=[O:17])[CH:12]=2)[CH:6]=1.CN(C(ON1N=NC2C=CC=NC1=2)=[N+](C)C)C.F[P-](F)(F)(F)(F)F.C(N(CC)C(C)C)(C)C.[NH2:67][CH2:68][CH2:69][CH2:70][N:71]1[CH2:75][CH2:74][CH2:73][CH2:72]1, predict the reaction product. The product is: [F:1][C:2]1[CH:22]=[CH:21][C:20]([C:23]([NH:25][C:26]2[CH:31]=[C:30]([CH3:32])[CH:29]=[CH:28][C:27]=2[F:33])=[O:24])=[CH:19][C:3]=1[O:4][C:5]1[CH:10]=[CH:9][N:8]=[C:7]([C:11]2[NH:15][CH:14]=[C:13]([C:16]([NH:67][CH2:68][CH2:69][CH2:70][N:71]3[CH2:75][CH2:74][CH2:73][CH2:72]3)=[O:17])[CH:12]=2)[CH:6]=1. (3) Given the reactants [C:1]([O:4][C@@H:5]1[C@H:9]([O:10][C:11](=[O:13])[CH3:12])[C@@H:8]([C:14]#[CH:15])[O:7][C@H:6]1[N:16]1[CH:24]=[N:23][C:22]2[C:17]1=[N:18][CH:19]=[N:20][C:21]=2Cl)(=[O:3])[CH3:2].[Cl:26][C:27]1[CH:33]=[CH:32][C:30]([NH2:31])=[C:29]([F:34])[CH:28]=1, predict the reaction product. The product is: [C:1]([O:4][C@@H:5]1[C@H:9]([O:10][C:11](=[O:13])[CH3:12])[C@@H:8]([C:14]#[CH:15])[O:7][C@H:6]1[N:16]1[CH:24]=[N:23][C:22]2[C:17]1=[N:18][CH:19]=[N:20][C:21]=2[NH:31][C:30]1[CH:32]=[CH:33][C:27]([Cl:26])=[CH:28][C:29]=1[F:34])(=[O:3])[CH3:2]. (4) Given the reactants [Cl:1][C:2]1[CH:40]=[CH:39][C:5]([CH2:6][N:7]2[C:15]3[C:10](=[N:11][C:12]([C:23]([OH:25])=[O:24])=[N:13][C:14]=3[NH:16][C@@H:17]([CH:19]3[CH2:22][CH2:21][CH2:20]3)[CH3:18])[N:9]=[C:8]2[C:26]2[CH:31]=[C:30]([CH3:32])[CH:29]=[CH:28][C:27]=2[O:33][CH2:34][CH2:35][CH2:36][O:37]C)=[CH:4][CH:3]=1.I[Si](C)(C)C, predict the reaction product. The product is: [Cl:1][C:2]1[CH:3]=[CH:4][C:5]([CH2:6][N:7]2[C:15]3[C:10](=[N:11][C:12]([C:23]([OH:25])=[O:24])=[N:13][C:14]=3[NH:16][C@@H:17]([CH:19]3[CH2:22][CH2:21][CH2:20]3)[CH3:18])[N:9]=[C:8]2[C:26]2[CH:31]=[C:30]([CH3:32])[CH:29]=[CH:28][C:27]=2[O:33][CH2:34][CH2:35][CH2:36][OH:37])=[CH:39][CH:40]=1. (5) The product is: [F:30][C:28]([F:29])([F:31])[O:27][C:24]1[CH:23]=[CH:22][C:21]([C:20]#[C:19][CH2:18][CH2:17][CH2:16][O:15][C:11]2[CH:10]=[C:9]3[C:14](=[CH:13][CH:12]=2)[N:6]([CH2:5][C:4]([OH:32])=[O:3])[CH:7]=[CH:8]3)=[CH:26][CH:25]=1. Given the reactants C([O:3][C:4](=[O:32])[CH2:5][N:6]1[C:14]2[C:9](=[CH:10][C:11]([O:15][CH2:16][CH2:17][CH2:18][C:19]#[C:20][C:21]3[CH:26]=[CH:25][C:24]([O:27][C:28]([F:31])([F:30])[F:29])=[CH:23][CH:22]=3)=[CH:12][CH:13]=2)[CH:8]=[CH:7]1)C.[Li+].[OH-], predict the reaction product. (6) The product is: [F:2][C@H:3]1[CH2:7][CH2:6][N:5]([C:9]2[CH:10]=[CH:11][C:12]3[S:19](=[O:21])(=[O:20])[N:18]4[CH2:22][C@H:15]([CH2:16][CH2:17]4)[NH:14][C:13]=3[N:23]=2)[CH2:4]1. Given the reactants Cl.[F:2][C@H:3]1[CH2:7][CH2:6][NH:5][CH2:4]1.Cl[C:9]1[CH:10]=[CH:11][C:12]2[S:19](=[O:21])(=[O:20])[N:18]3[CH2:22][C@H:15]([CH2:16][CH2:17]3)[NH:14][C:13]=2[N:23]=1.C(=O)([O-])[O-].[Na+].[Na+], predict the reaction product. (7) Given the reactants C(=O)([O-])[O-].[Cs+].[Cs+].CO[C:9]1[CH:10]=[C:11]([CH:14]=[CH:15][C:16]=1[N+]([O-])=O)[CH2:12][OH:13].[CH2:20](Br)[C:21]1[CH:26]=[CH:25][CH:24]=[CH:23][CH:22]=1, predict the reaction product. The product is: [CH2:12]([O:13][CH2:20][C:21]1[CH:26]=[CH:25][CH:24]=[CH:23][CH:22]=1)[C:11]1[CH:14]=[CH:15][CH:16]=[CH:9][CH:10]=1.